Dataset: Reaction yield outcomes from USPTO patents with 853,638 reactions. Task: Predict the reaction yield, written as a fraction of the theoretical maximum amount of product (1.0 means a 100% yield; for example, 0.34 means a 34% yield). (1) The reactants are [F:1][C:2]1[CH:7]=[C:6]([N:8]2[CH2:12][C@H:11]([CH2:13][N:14]3[CH:18]=[CH:17][N:16]=[N:15]3)[O:10][C:9]2=[O:19])[CH:5]=[CH:4][C:3]=1[C:20]1[CH:21]=[CH:22][C:23]([CH:26]=O)=[N:24][CH:25]=1.[CH3:28][NH:29][CH2:30][CH:31]([OH:34])[CH2:32][OH:33].C(O[BH-](OC(=O)C)OC(=O)C)(=O)C.[Na+]. The catalyst is C1COCC1. The product is [OH:34][CH:31]([CH2:32][OH:33])[CH2:30][N:29]([CH2:26][C:23]1[N:24]=[CH:25][C:20]([C:3]2[CH:4]=[CH:5][C:6]([N:8]3[CH2:12][C@H:11]([CH2:13][N:14]4[CH:18]=[CH:17][N:16]=[N:15]4)[O:10][C:9]3=[O:19])=[CH:7][C:2]=2[F:1])=[CH:21][CH:22]=1)[CH3:28]. The yield is 0.200. (2) The reactants are [CH3:1][O:2][C:3]1[CH:4]=[C:5]([CH:32]=[CH:33][CH:34]=1)[C:6]([NH:8][C:9]1[CH:25]=[CH:24][C:12]([O:13][CH2:14][CH2:15][NH:16][C:17](=[O:23])[O:18][C:19](Cl)(Cl)Cl)=[C:11]([C:26]2[N:30]([CH3:31])[N:29]=[CH:28][CH:27]=2)[CH:10]=1)=[O:7].[N+:35]([C:38]1[CH:43]=[CH:42]C(O)=[CH:40][CH:39]=1)([O-:37])=[O:36].[O-2].[Mg+2]. The catalyst is C(OCC)(=O)C. The product is [N+:35]([C:38]1[CH:43]=[CH:42][C:19]([O:18][C:17](=[O:23])[NH:16][CH2:15][CH2:14][O:13][C:12]2[CH:24]=[CH:25][C:9]([NH:8][C:6](=[O:7])[C:5]3[CH:32]=[CH:33][CH:34]=[C:3]([O:2][CH3:1])[CH:4]=3)=[CH:10][C:11]=2[C:26]2[N:30]([CH3:31])[N:29]=[CH:28][CH:27]=2)=[CH:40][CH:39]=1)([O-:37])=[O:36]. The yield is 0.391. (3) The reactants are [F:1][C:2]1[CH:3]=[C:4]([NH:24][C:25]([C:27]2[C:28](=[O:41])[N:29]([C:34]3[CH:39]=[CH:38][C:37]([F:40])=[CH:36][CH:35]=3)[CH:30]=[CH:31][C:32]=2I)=[O:26])[CH:5]=[CH:6][C:7]=1[O:8][C:9]1[CH:14]=[CH:13][N:12]=[C:11]2[CH:15]=[C:16]([C:18]3[CH:23]=[CH:22][CH:21]=[CH:20][CH:19]=3)[O:17][C:10]=12.CC(O)C.[CH3:46][NH2:47]. The catalyst is O. The product is [F:1][C:2]1[CH:3]=[C:4]([NH:24][C:25]([C:27]2[C:28](=[O:41])[N:29]([C:34]3[CH:39]=[CH:38][C:37]([F:40])=[CH:36][CH:35]=3)[CH:30]=[CH:31][C:32]=2[NH:47][CH3:46])=[O:26])[CH:5]=[CH:6][C:7]=1[O:8][C:9]1[CH:14]=[CH:13][N:12]=[C:11]2[CH:15]=[C:16]([C:18]3[CH:23]=[CH:22][CH:21]=[CH:20][CH:19]=3)[O:17][C:10]=12. The yield is 0.490. (4) The reactants are [Br:1][C:2]1[CH:13]=[CH:12][C:5]2[N:6]=[C:7]([CH2:9][CH2:10]O)[S:8][C:4]=2[CH:3]=1.C(N(CC)CC)C.S(Cl)(C)(=O)=O.C(=O)([O-])[O-].[K+].[K+].Cl.[CH3:33][C@@H:34]1[CH2:38][CH2:37][CH2:36][NH:35]1. The catalyst is C1COCC1.C(#N)C. The product is [Br:1][C:2]1[CH:13]=[CH:12][C:5]2[N:6]=[C:7]([CH2:9][CH2:10][N:35]3[CH2:36][CH2:37][CH2:38][CH:34]3[CH3:33])[S:8][C:4]=2[CH:3]=1. The yield is 0.883. (5) The reactants are C([O:4][C@@H:5]([C@:19]12[CH2:54][C:53](=[O:55])[C:52]([CH:56]([CH3:58])[CH3:57])=[C:20]1[C@@H:21]1[C@@:34]([CH3:37])([CH2:35][CH2:36]2)[C@@:33]2([CH3:38])[C@@H:24]([C@:25]3([CH3:51])[C@@H:30]([CH2:31][CH2:32]2)[C:29]([CH3:40])([CH3:39])[C@@H:28]([O:41][C:42](=[O:50])[CH2:43][C:44]([CH3:49])([CH3:48])[C:45]([OH:47])=[O:46])[CH2:27][CH2:26]3)[CH2:23][CH2:22]1)[CH2:6][N:7]([CH2:11][C:12]1[CH:17]=[CH:16][C:15]([Cl:18])=[CH:14][CH:13]=1)[C:8](=[O:10])[CH3:9])(=O)C.[OH-].[K+].Cl. The catalyst is C(O)C.C1(C)C=CC=CC=1. The product is [Cl:18][C:15]1[CH:14]=[CH:13][C:12]([CH2:11][N:7]([CH2:6][C@H:5]([C@:19]23[CH2:54][C:53](=[O:55])[C:52]([CH:56]([CH3:57])[CH3:58])=[C:20]2[C@@H:21]2[C@@:34]([CH3:37])([CH2:35][CH2:36]3)[C@@:33]3([CH3:38])[C@@H:24]([C@:25]4([CH3:51])[C@@H:30]([CH2:31][CH2:32]3)[C:29]([CH3:39])([CH3:40])[C@@H:28]([O:41][C:42](=[O:50])[CH2:43][C:44]([CH3:48])([CH3:49])[C:45]([OH:47])=[O:46])[CH2:27][CH2:26]4)[CH2:23][CH2:22]2)[OH:4])[C:8](=[O:10])[CH3:9])=[CH:17][CH:16]=1. The yield is 0.280. (6) The reactants are [CH:1]([N:4]1[CH2:9][CH2:8][N:7]([C:10]([C:12]2[CH:13]=[C:14]3[C:18](=[CH:19][CH:20]=2)[NH:17][C:16]([C:21]([N:23]2[CH2:28][CH2:27][N:26]([C:29](=[O:33])[CH:30]([CH3:32])[CH3:31])[CH2:25][CH2:24]2)=[O:22])=[CH:15]3)=[O:11])[CH2:6][CH2:5]1)([CH3:3])[CH3:2].[Cl:34][C:35]1[CH:40]=[CH:39][C:38](B(O)O)=[CH:37][N:36]=1. No catalyst specified. The product is [Cl:34][C:35]1[N:36]=[CH:37][C:38]([N:17]2[C:18]3[C:14](=[CH:13][C:12]([C:10]([N:7]4[CH2:8][CH2:9][N:4]([CH:1]([CH3:3])[CH3:2])[CH2:5][CH2:6]4)=[O:11])=[CH:20][CH:19]=3)[CH:15]=[C:16]2[C:21]([N:23]2[CH2:28][CH2:27][N:26]([C:29](=[O:33])[CH:30]([CH3:32])[CH3:31])[CH2:25][CH2:24]2)=[O:22])=[CH:39][CH:40]=1. The yield is 0.430. (7) The reactants are [C:1]([O:5][C:6]([N:8]1[CH2:13][CH2:12][CH:11]([O:14][C:15]2[CH:20]=[CH:19][C:18]([NH:21][CH2:22]/[CH:23]=[CH:24]/[C:25]3[CH:26]=[C:27]([CH:30]=[CH:31][CH:32]=3)[C:28]#[N:29])=[CH:17][CH:16]=2)[CH2:10][CH2:9]1)=[O:7])([CH3:4])([CH3:3])[CH3:2].N1C=CC=CC=1.[C:39](OC(=O)C)(=[O:41])[CH3:40].O. The catalyst is ClCCl. The product is [C:1]([O:5][C:6]([N:8]1[CH2:13][CH2:12][CH:11]([O:14][C:15]2[CH:20]=[CH:19][C:18]([N:21]([CH2:22]/[CH:23]=[CH:24]/[C:25]3[CH:32]=[CH:31][CH:30]=[C:27]([C:28]#[N:29])[CH:26]=3)[C:39](=[O:41])[CH3:40])=[CH:17][CH:16]=2)[CH2:10][CH2:9]1)=[O:7])([CH3:4])([CH3:2])[CH3:3]. The yield is 0.500.